From a dataset of Catalyst prediction with 721,799 reactions and 888 catalyst types from USPTO. Predict which catalyst facilitates the given reaction. Reactant: [CH2:1]([C@@:3]1([CH2:22][C:23]([O:25][CH2:26]C)=[O:24])[CH2:12][CH2:11][C:10]2[C:5](=[CH:6][CH:7]=[C:8](OS(C(F)(F)F)(=O)=O)[CH:9]=2)[C:4]1=[O:21])[CH3:2].C(=O)([O-])[O-].[Cs+].[Cs+].[F:34][C:35]1[CH:36]=[C:37]([NH:42][C:43]([NH:45][C:46]2[CH:51]=[CH:50][C:49](B3OC(C)(C)C(C)(C)O3)=[CH:48][CH:47]=2)=[O:44])[CH:38]=[CH:39][C:40]=1[F:41]. Product: [F:34][C:35]1[CH:36]=[C:37]([NH:42][C:43](=[O:44])[NH:45][C:46]2[CH:47]=[CH:48][C:49]([C:8]3[CH:9]=[C:10]4[C:5](=[CH:6][CH:7]=3)[C:4](=[O:21])[C@@:3]([CH2:22][C:23]([O:25][CH3:26])=[O:24])([CH2:1][CH3:2])[CH2:12][CH2:11]4)=[CH:50][CH:51]=2)[CH:38]=[CH:39][C:40]=1[F:41]. The catalyst class is: 70.